Dataset: Reaction yield outcomes from USPTO patents with 853,638 reactions. Task: Predict the reaction yield, written as a fraction of the theoretical maximum amount of product (1.0 means a 100% yield; for example, 0.34 means a 34% yield). (1) The reactants are [H-].[Na+].[F:3][C:4]1[CH:9]=[CH:8][C:7](/[C:10](=[N:16]/[OH:17])/[C:11]([O:13]CC)=[O:12])=[CH:6][CH:5]=1.Cl[CH2:19][C:20]1[CH:39]=[CH:38][C:23]([O:24][CH2:25][C:26]2[N:27]=[C:28]([C:32]3[CH:37]=[CH:36][CH:35]=[CH:34][CH:33]=3)[O:29][C:30]=2[CH3:31])=[CH:22][CH:21]=1.Cl.C(=O)(O)[O-].[Na+]. The product is [F:3][C:4]1[CH:5]=[CH:6][C:7](/[C:10](=[N:16]/[O:17][CH2:19][C:20]2[CH:21]=[CH:22][C:23]([O:24][CH2:25][C:26]3[N:27]=[C:28]([C:32]4[CH:37]=[CH:36][CH:35]=[CH:34][CH:33]=4)[O:29][C:30]=3[CH3:31])=[CH:38][CH:39]=2)/[C:11]([OH:13])=[O:12])=[CH:8][CH:9]=1. The yield is 0.830. The catalyst is CN(C)C=O. (2) The reactants are Br[C:2]1[CH:3]=[C:4]([O:10][C:11]2[C:12]([CH3:18])=[N:13][N:14]([CH3:17])[C:15]=2[CH3:16])[C:5]([C:8]#[N:9])=[N:6][CH:7]=1.[N:19]1[CH:24]=[CH:23][CH:22]=[CH:21][C:20]=1[SH:25].CN(C=O)C.[H-].[Na+]. The catalyst is O. The product is [N:19]1[CH:24]=[CH:23][CH:22]=[CH:21][C:20]=1[S:25][C:2]1[CH:3]=[C:4]([O:10][C:11]2[C:12]([CH3:18])=[N:13][N:14]([CH3:17])[C:15]=2[CH3:16])[C:5]([C:8]#[N:9])=[N:6][CH:7]=1. The yield is 0.967. (3) The reactants are Br[C:2]1[CH:3]=[C:4]([N:8]2[C:16]3[C:11](=[C:12]([Cl:17])[CH:13]=[CH:14][CH:15]=3)[C:10]([C:18]([O:20][CH3:21])=[O:19])=[N:9]2)[CH:5]=[CH:6][CH:7]=1.[C:22]([C@:24]1([OH:31])[CH2:28][CH2:27][N:26]([CH3:29])[C:25]1=[O:30])#[CH:23]. No catalyst specified. The product is [Cl:17][C:12]1[CH:13]=[CH:14][CH:15]=[C:16]2[C:11]=1[C:10]([C:18]([O:20][CH3:21])=[O:19])=[N:9][N:8]2[C:4]1[CH:5]=[CH:6][CH:7]=[C:2]([C:23]#[C:22][C@:24]2([OH:31])[CH2:28][CH2:27][N:26]([CH3:29])[C:25]2=[O:30])[CH:3]=1. The yield is 0.370. (4) The yield is 0.370. The reactants are [CH:1]1([NH:5][C:6]([C:8]2[C:9]3[C:10]4([C:30]5[C:21](=[CH:22][C:23]6[O:28][CH2:27][CH2:26][O:25][C:24]=6[CH:29]=5)[O:20][CH2:19]4)[C:11](=[O:18])[N:12]([CH3:17])[C:13]=3[CH:14]=[CH:15][CH:16]=2)=[O:7])CCC1.Cl[CH2:32]Cl.C(OCC)C. No catalyst specified. The product is [CH3:32][N:5]([CH3:1])[C:6]([C:8]1[C:9]2[C:10]3([C:30]4[C:21](=[CH:22][C:23]5[O:28][CH2:27][CH2:26][O:25][C:24]=5[CH:29]=4)[O:20][CH2:19]3)[C:11](=[O:18])[N:12]([CH3:17])[C:13]=2[CH:14]=[CH:15][CH:16]=1)=[O:7]. (5) The reactants are F[C:2]1[CH:9]=[C:8]([F:10])[CH:7]=[CH:6][C:3]=1[C:4]#[N:5].[NH2:11][CH2:12][CH:13]([OH:16])[CH2:14][OH:15].C(N(C(C)C)C(C)C)C.[NH4+].[Cl-]. The catalyst is CS(C)=O. The product is [OH:16][CH:13]([CH2:14][OH:15])[CH2:12][NH:11][C:2]1[CH:9]=[C:8]([F:10])[CH:7]=[CH:6][C:3]=1[C:4]#[N:5]. The yield is 0.414.